From a dataset of Catalyst prediction with 721,799 reactions and 888 catalyst types from USPTO. Predict which catalyst facilitates the given reaction. (1) Reactant: [Br:1][C:2]1[CH:3]=[C:4]([N:8]([CH3:10])N)[CH:5]=[CH:6][CH:7]=1.[N:11]12[CH2:18][CH:15]([CH2:16][CH2:17]1)[C:14](=O)[CH2:13][CH2:12]2.Cl. Product: [Br:1][C:2]1[CH:7]=[CH:6][C:5]2[C:13]3[CH2:12][N:11]4[CH2:18][CH:15]([CH2:16][CH2:17]4)[C:14]=3[N:8]([CH3:10])[C:4]=2[CH:3]=1. The catalyst class is: 32. (2) Reactant: [C:1]([C:5]1[S:6][C:7]([C:25]2[CH:30]=[CH:29][N:28]=[C:27](S(C)(=O)=O)[N:26]=2)=[C:8]([C:10]2[C:11]([Cl:24])=[C:12]([NH:17][S:18]([CH2:21][CH2:22][CH3:23])(=[O:20])=[O:19])[CH:13]=[C:14]([F:16])[CH:15]=2)[N:9]=1)([CH3:4])([CH3:3])[CH3:2].[BH4-].[Na+]. Product: [C:1]([C:5]1[S:6][C:7]([C:25]2[CH:30]=[CH:29][N:28]=[CH:27][N:26]=2)=[C:8]([C:10]2[C:11]([Cl:24])=[C:12]([NH:17][S:18]([CH2:21][CH2:22][CH3:23])(=[O:20])=[O:19])[CH:13]=[C:14]([F:16])[CH:15]=2)[N:9]=1)([CH3:2])([CH3:3])[CH3:4]. The catalyst class is: 497.